This data is from Catalyst prediction with 721,799 reactions and 888 catalyst types from USPTO. The task is: Predict which catalyst facilitates the given reaction. (1) Reactant: [Cl:1][C:2]1[C:3]([C:11]2[CH:12]=[C:13]([N:17]3[CH:22]=[C:21]([O:23]CC4C=CC(OC)=CC=4)[C:20](=[O:33])[CH:19]=[C:18]3[CH:34]=[O:35])[CH:14]=[CH:15][CH:16]=2)=[C:4]2[CH:10]=[CH:9][NH:8][C:5]2=[N:6][CH:7]=1.[C:36]1([C:42]#[C:43][Mg]Br)[CH:41]=[CH:40][CH:39]=[CH:38][CH:37]=1.O. Product: [Cl:1][C:2]1[C:3]([C:11]2[CH:12]=[C:13]([N:17]3[CH:22]=[C:21]([OH:23])[C:20](=[O:33])[CH:19]=[C:18]3[CH:34]([OH:35])[C:43]#[C:42][C:36]3[CH:41]=[CH:40][CH:39]=[CH:38][CH:37]=3)[CH:14]=[CH:15][CH:16]=2)=[C:4]2[CH:10]=[CH:9][NH:8][C:5]2=[N:6][CH:7]=1. The catalyst class is: 1. (2) Reactant: [C:1]([O:5][C:6]([N:8]1[CH2:12][C@@H:11]([C:13]([OH:15])=[O:14])[C@H:10]([C:16]([OH:18])=O)[CH2:9]1)=[O:7])([CH3:4])([CH3:3])[CH3:2].C(N(CC)C(C)C)(C)C.ON1C2C=CC=CC=2N=N1.C1C=CC2N(O)N=NC=2C=1.[Cl:48][C:49]1[CH:55]=[CH:54][C:52]([NH2:53])=[CH:51][CH:50]=1. Product: [C:1]([O:5][C:6]([N:8]1[CH2:9][C@@H:10]([C:16](=[O:18])[NH:53][C:52]2[CH:54]=[CH:55][C:49]([Cl:48])=[CH:50][CH:51]=2)[C@H:11]([C:13]([OH:15])=[O:14])[CH2:12]1)=[O:7])([CH3:2])([CH3:3])[CH3:4]. The catalyst class is: 10. (3) Reactant: [NH2:1][C:2]1[CH:10]=[CH:9][C:5]([C:6]([OH:8])=O)=[CH:4][CH:3]=1.[CH:11]([NH2:14])([CH3:13])[CH3:12].CN(C(ON1N=NC2C=CC=CC1=2)=[N+](C)C)C.[B-](F)(F)(F)F. Product: [NH2:1][C:2]1[CH:3]=[CH:4][C:5]([C:6]([NH:14][CH:11]([CH3:13])[CH3:12])=[O:8])=[CH:9][CH:10]=1. The catalyst class is: 10. (4) The catalyst class is: 46. Reactant: [CH:1]([C:4]1[N:5]=[C:6]([C:11]2[CH:16]=[CH:15][C:14]([C:17]([F:20])([F:19])[F:18])=[CH:13][CH:12]=2)[S:7][C:8]=1[CH2:9]O)([CH3:3])[CH3:2].CCN(CC)CC.CS(Cl)(=O)=O.[NH2:33][C:34]1[CH:39]=[CH:38][C:37]([C@@H:40]2[CH2:42][C@H:41]2[C:43]([OH:45])=[O:44])=[CH:36][CH:35]=1. Product: [CH:1]([C:4]1[N:5]=[C:6]([C:11]2[CH:16]=[CH:15][C:14]([C:17]([F:20])([F:19])[F:18])=[CH:13][CH:12]=2)[S:7][C:8]=1[CH2:9][NH:33][C:34]1[CH:35]=[CH:36][C:37]([C@@H:40]2[CH2:42][C@H:41]2[C:43]([OH:45])=[O:44])=[CH:38][CH:39]=1)([CH3:3])[CH3:2]. (5) Reactant: [C:1]([C:3]1[CH:8]=[CH:7][C:6]([C:9]2[CH:14]=[C:13]([N:15]3[CH2:20][CH2:19][CH2:18][CH2:17][CH2:16]3)[N:12]=[C:11]([N:21](C)[C:22](=O)C)[N:10]=2)=[CH:5][C:4]=1F)#[N:2].O.[NH2:28][NH2:29]. Product: [CH3:22][NH:21][C:11]1[N:10]=[C:9]([C:6]2[CH:5]=[C:4]3[C:3]([C:1]([NH2:2])=[N:28][NH:29]3)=[CH:8][CH:7]=2)[CH:14]=[C:13]([N:15]2[CH2:20][CH2:19][CH2:18][CH2:17][CH2:16]2)[N:12]=1. The catalyst class is: 14. (6) Reactant: C(=O)([O-])[O-].[K+].[K+].Br[CH2:8][C:9]([NH2:11])=[O:10].[CH2:12]([N:14]([CH3:37])[C:15]([C:17]1[CH:21]=[C:20]([C:22]2[CH:27]=[CH:26][C:25]([OH:28])=[CH:24][N:23]=2)[N:19]([C:29]2[CH:30]=[N:31][C:32]([O:35][CH3:36])=[CH:33][CH:34]=2)[N:18]=1)=[O:16])[CH3:13].O. Product: [CH2:12]([N:14]([CH3:37])[C:15]([C:17]1[CH:21]=[C:20]([C:22]2[CH:27]=[CH:26][C:25]([O:28][CH2:8][C:9](=[O:10])[NH2:11])=[CH:24][N:23]=2)[N:19]([C:29]2[CH:30]=[N:31][C:32]([O:35][CH3:36])=[CH:33][CH:34]=2)[N:18]=1)=[O:16])[CH3:13]. The catalyst class is: 42. (7) Reactant: [C:1]([NH:9][C:10]1[S:11][CH2:12][C@@H:13]2[CH2:19][C@H:18]([C:20]([NH:22][CH2:23][CH:24](OC)[O:25]C)=[O:21])[O:17][CH2:16][C@:14]2([C:29]2[CH:34]=[CH:33][C:32]([F:35])=[CH:31][C:30]=2[F:36])[N:15]=1)(=[O:8])[C:2]1[CH:7]=[CH:6][CH:5]=[CH:4][CH:3]=1.Cl.N[CH2:39]C(=O)C.C(N(CC)C(C)C)(C)C. Product: [C:1]([NH:9][C:10]1[S:11][CH2:12][C@@H:13]2[CH2:19][C@H:18]([C:20]([NH:22][CH2:23][C:24](=[O:25])[CH3:39])=[O:21])[O:17][CH2:16][C@:14]2([C:29]2[CH:34]=[CH:33][C:32]([F:35])=[CH:31][C:30]=2[F:36])[N:15]=1)(=[O:8])[C:2]1[CH:7]=[CH:6][CH:5]=[CH:4][CH:3]=1. The catalyst class is: 9. (8) Reactant: [CH3:1][S:2]([C:5]1[CH:6]=[CH:7][C:8]([O:11][C:12]2[CH:13]=[C:14]3[C:18](=[C:19]([O:21][CH:22]4[CH2:27][CH2:26][O:25][CH2:24][CH2:23]4)[CH:20]=2)[NH:17][C:16]([C:28]([NH2:30])=O)=[CH:15]3)=[N:9][CH:10]=1)(=[O:4])=[O:3].COC1C=CC(P2(SP(C3C=CC(OC)=CC=3)(=S)S2)=[S:40])=CC=1.[O:53]1[CH2:57][CH2:56][CH2:55][CH2:54]1.[C:58]([O:61]CC)(=O)[CH3:59]. Product: [CH2:58]([O:61][C:57](=[O:53])[CH2:56][CH:55]1[S:40][C:28]([C:16]2[NH:17][C:18]3[C:14]([CH:15]=2)=[CH:13][C:12]([O:11][C:8]2[CH:7]=[CH:6][C:5]([S:2]([CH3:1])(=[O:3])=[O:4])=[CH:10][N:9]=2)=[CH:20][C:19]=3[O:21][CH:22]2[CH2:27][CH2:26][O:25][CH2:24][CH2:23]2)=[N:30][CH2:54]1)[CH3:59]. The catalyst class is: 81.